This data is from Reaction yield outcomes from USPTO patents with 853,638 reactions. The task is: Predict the reaction yield, written as a fraction of the theoretical maximum amount of product (1.0 means a 100% yield; for example, 0.34 means a 34% yield). (1) The catalyst is O1CCOCC1. The yield is 0.650. The product is [Br:21][C:18]1[CH:19]=[C:20]2[C:15](=[CH:16][CH:17]=1)[N:14]=[CH:13][N:12]=[C:11]2[C:7]1[CH:6]=[C:5]([CH:10]=[CH:9][CH:8]=1)[C:4]([OH:22])=[O:3]. The reactants are C([O:3][C:4](=[O:22])[C:5]1[CH:10]=[CH:9][CH:8]=[C:7]([C:11]2[C:20]3[C:15](=[CH:16][CH:17]=[C:18]([Br:21])[CH:19]=3)[N:14]=[CH:13][N:12]=2)[CH:6]=1)C.O[Li].O. (2) The reactants are Cl.[I:2][C:3]1[CH:4]=[C:5]2[C:10](=[CH:11][CH:12]=1)[O:9][C@@H:8]([CH2:13][NH2:14])[CH2:7][CH2:6]2.[CH2:15]([O:22][C:23](Cl)=[O:24])[C:16]1[CH:21]=[CH:20][CH:19]=[CH:18][CH:17]=1.[OH-].[Na+]. The catalyst is O1CCCC1. The product is [I:2][C:3]1[CH:4]=[C:5]2[C:10](=[CH:11][CH:12]=1)[O:9][C@@H:8]([CH2:13][NH:14][C:23](=[O:24])[O:22][CH2:15][C:16]1[CH:21]=[CH:20][CH:19]=[CH:18][CH:17]=1)[CH2:7][CH2:6]2. The yield is 0.990.